This data is from Full USPTO retrosynthesis dataset with 1.9M reactions from patents (1976-2016). The task is: Predict the reactants needed to synthesize the given product. Given the product [F:1][C:2]1[N:7]=[C:6]([C:8]2[CH:35]=[CH:34][C:11]([CH2:12][N:13]3[CH:21]=[C:20]4[C:15]([NH:16][C:17](=[O:24])[N:18]([CH3:23])[C:19]4=[O:22])=[N:14]3)=[CH:10][CH:9]=2)[CH:5]=[CH:4][CH:3]=1, predict the reactants needed to synthesize it. The reactants are: [F:1][C:2]1[N:7]=[C:6]([C:8]2[CH:35]=[CH:34][C:11]([CH2:12][N:13]3[CH:21]=[C:20]4[C:15]([N:16](CC5C=CC(OC)=CC=5)[C:17](=[O:24])[N:18]([CH3:23])[C:19]4=[O:22])=[N:14]3)=[CH:10][CH:9]=2)[CH:5]=[CH:4][CH:3]=1.C(O)(C(F)(F)F)=O.C(S(O)(=O)=O)(F)(F)F.N.